Dataset: Peptide-MHC class I binding affinity with 185,985 pairs from IEDB/IMGT. Task: Regression. Given a peptide amino acid sequence and an MHC pseudo amino acid sequence, predict their binding affinity value. This is MHC class I binding data. (1) The peptide sequence is VLIAGIILL. The MHC is HLA-A03:01 with pseudo-sequence HLA-A03:01. The binding affinity (normalized) is 0.544. (2) The peptide sequence is DLKHATDYI. The MHC is HLA-A02:03 with pseudo-sequence HLA-A02:03. The binding affinity (normalized) is 0. (3) The peptide sequence is TYTPGRQVT. The MHC is H-2-Kd with pseudo-sequence H-2-Kd. The binding affinity (normalized) is 0.542. (4) The peptide sequence is ERYPRYNQL. The MHC is HLA-A03:01 with pseudo-sequence HLA-A03:01. The binding affinity (normalized) is 0. (5) The peptide sequence is DTPLIPLTIF. The MHC is HLA-B57:01 with pseudo-sequence HLA-B57:01. The binding affinity (normalized) is 0. (6) The peptide sequence is THADAHTQL. The MHC is HLA-A25:01 with pseudo-sequence HLA-A25:01. The binding affinity (normalized) is 0.0847. (7) The peptide sequence is ITVLDIGDAYF. The MHC is Mamu-A02 with pseudo-sequence Mamu-A02. The binding affinity (normalized) is 0.500. (8) The peptide sequence is YLSSWTPVV. The MHC is HLA-A02:03 with pseudo-sequence HLA-A02:03. The binding affinity (normalized) is 1.00. (9) The peptide sequence is LMWASSGFF. The MHC is HLA-B15:17 with pseudo-sequence HLA-B15:17. The binding affinity (normalized) is 0.834. (10) The peptide sequence is YVIPHVHAF. The MHC is HLA-B58:01 with pseudo-sequence HLA-B58:01. The binding affinity (normalized) is 0.578.